This data is from NCI-60 drug combinations with 297,098 pairs across 59 cell lines. The task is: Regression. Given two drug SMILES strings and cell line genomic features, predict the synergy score measuring deviation from expected non-interaction effect. (1) Drug 1: CCN(CC)CCNC(=O)C1=C(NC(=C1C)C=C2C3=C(C=CC(=C3)F)NC2=O)C. Cell line: SK-OV-3. Drug 2: C1CC(CNC1)C2=CC=C(C=C2)N3C=C4C=CC=C(C4=N3)C(=O)N. Synergy scores: CSS=48.5, Synergy_ZIP=1.13, Synergy_Bliss=0.415, Synergy_Loewe=-25.6, Synergy_HSA=3.83. (2) Drug 1: CN(C)C1=NC(=NC(=N1)N(C)C)N(C)C. Drug 2: C1CN1P(=S)(N2CC2)N3CC3. Cell line: CAKI-1. Synergy scores: CSS=5.67, Synergy_ZIP=-6.67, Synergy_Bliss=0.967, Synergy_Loewe=-11.6, Synergy_HSA=2.31. (3) Drug 1: CCC1=C2CN3C(=CC4=C(C3=O)COC(=O)C4(CC)O)C2=NC5=C1C=C(C=C5)O. Drug 2: COC1=C2C(=CC3=C1OC=C3)C=CC(=O)O2. Cell line: M14. Synergy scores: CSS=28.5, Synergy_ZIP=-0.0165, Synergy_Bliss=-3.55, Synergy_Loewe=-42.2, Synergy_HSA=-6.33.